This data is from Forward reaction prediction with 1.9M reactions from USPTO patents (1976-2016). The task is: Predict the product of the given reaction. (1) Given the reactants [Cl:1][CH2:2][C:3]([C:5]1[CH:6]=[C:7]2[C:12](=[C:13]([CH3:16])[C:14]=1[F:15])[NH:11][C:10](=[O:17])[CH2:9][C:8]2([CH3:19])[CH3:18])=O.C([SiH](CC)CC)C.FC(F)(F)C(O)=O, predict the reaction product. The product is: [Cl:1][CH2:2][CH2:3][C:5]1[CH:6]=[C:7]2[C:12](=[C:13]([CH3:16])[C:14]=1[F:15])[NH:11][C:10](=[O:17])[CH2:9][C:8]2([CH3:19])[CH3:18]. (2) Given the reactants [NH2:1][C:2]1[CH:3]=[C:4]2[C:8](=[CH:9][CH:10]=1)[NH:7][C:6]([C:11]([O:13][CH2:14]C)=[O:12])=[CH:5]2.[Mg].C([O-])(O)=O.[Na+], predict the reaction product. The product is: [NH2:1][C:2]1[CH:3]=[C:4]2[C:8](=[CH:9][CH:10]=1)[NH:7][CH:6]([C:11]([O:13][CH3:14])=[O:12])[CH2:5]2. (3) Given the reactants [OH:1][C:2]([C:4]([F:7])([F:6])[F:5])=[O:3].[NH2:8][C@@H:9]([CH3:29])[CH2:10][NH:11][C:12]1[CH:13]=[C:14]([NH:20][C:21]2[CH:26]=[C:25]([CH3:27])[CH:24]=[C:23]([CH3:28])[N:22]=2)[C:15]([C:18]#[N:19])=[N:16][CH:17]=1.OO.[OH-:32].[Na+], predict the reaction product. The product is: [OH:3][C:2]([C:4]([F:7])([F:6])[F:5])=[O:1].[NH2:8][C@@H:9]([CH3:29])[CH2:10][NH:11][C:12]1[CH:13]=[C:14]([NH:20][C:21]2[CH:26]=[C:25]([CH3:27])[CH:24]=[C:23]([CH3:28])[N:22]=2)[C:15]([C:18]([NH2:19])=[O:32])=[N:16][CH:17]=1. (4) Given the reactants Br[C:2]1[CH:3]=[C:4]([S:8]([NH:11][CH3:12])(=[O:10])=[O:9])[CH:5]=[CH:6][CH:7]=1.C([O-])(=O)C.[K+].[B:18]1([B:18]2[O:22][C:21]([CH3:24])([CH3:23])[C:20]([CH3:26])([CH3:25])[O:19]2)[O:22][C:21]([CH3:24])([CH3:23])[C:20]([CH3:26])([CH3:25])[O:19]1, predict the reaction product. The product is: [CH3:12][NH:11][S:8]([C:4]1[CH:5]=[CH:6][CH:7]=[C:2]([B:18]2[O:22][C:21]([CH3:24])([CH3:23])[C:20]([CH3:26])([CH3:25])[O:19]2)[CH:3]=1)(=[O:10])=[O:9]. (5) Given the reactants [F:1][C:2]([F:16])([F:15])[C:3]1[CH:14]=[CH:13][C:6]2[S:7][C:8]([C:10]([OH:12])=[O:11])=[CH:9][C:5]=2[CH:4]=1.[CH2:17]([NH2:29])[CH2:18][CH2:19][CH2:20][CH2:21][CH2:22][CH2:23][CH2:24][CH2:25][CH2:26][CH2:27][CH3:28], predict the reaction product. The product is: [F:16][C:2]([F:1])([F:15])[C:3]1[CH:14]=[CH:13][C:6]2[S:7][C:8]([C:10]([O-:12])=[O:11])=[CH:9][C:5]=2[CH:4]=1.[CH2:17]([NH3+:29])[CH2:18][CH2:19][CH2:20][CH2:21][CH2:22][CH2:23][CH2:24][CH2:25][CH2:26][CH2:27][CH3:28]. (6) Given the reactants ClC1C=C(C=CC=1Cl)OC1CCN(S(C2C(C)=NN(C)C=2C)(=O)=O)CC1.[CH3:27][N:28]1[C:32]([CH3:33])=[C:31]([S:34](Cl)(=[O:36])=[O:35])[C:30]([CH3:38])=[N:29]1.Cl.[F:40][C:41]1[CH:42]=[C:43]([CH:51]=[C:52]([F:56])[C:53]=1[O:54][CH3:55])[O:44][CH:45]1[CH2:50][CH2:49][NH:48][CH2:47][CH2:46]1, predict the reaction product. The product is: [F:56][C:52]1[CH:51]=[C:43]([CH:42]=[C:41]([F:40])[C:53]=1[O:54][CH3:55])[O:44][CH:45]1[CH2:50][CH2:49][N:48]([S:34]([C:31]2[C:30]([CH3:38])=[N:29][N:28]([CH3:27])[C:32]=2[CH3:33])(=[O:36])=[O:35])[CH2:47][CH2:46]1. (7) Given the reactants C[Mg]Br.[OH:4][C:5]1[CH:10]=[CH:9][C:8]([CH2:11][C:12](=[O:14])[CH3:13])=[CH:7][CH:6]=1.[C:15](OCC)(=O)C.Cl, predict the reaction product. The product is: [OH:14][C:12]([CH3:15])([CH3:13])[CH2:11][C:8]1[CH:7]=[CH:6][C:5]([OH:4])=[CH:10][CH:9]=1. (8) The product is: [CH3:1][C:2]1[C:3]([N+:15]([O-:17])=[O:16])=[C:4]([C:5]2[NH:6][CH2:10][CH2:9][O:8][N:7]=2)[CH:12]=[CH:13][CH:14]=1. Given the reactants [CH3:1][C:2]1[C:3]([N+:15]([O-:17])=[O:16])=[C:4]([CH:12]=[CH:13][CH:14]=1)[C:5]([NH:7][O:8][CH2:9][CH2:10]Cl)=[NH:6].[H-].[Na+], predict the reaction product. (9) Given the reactants [CH2:1]1[CH2:6][CH2:5][CH:4]([N:7]=[C:8]=[N:9][CH:10]2[CH2:15][CH2:14][CH2:13][CH2:12][CH2:11]2)[CH2:3][CH2:2]1.ClC1C=CC(C(N2C3C(=CC(OC)=CC=3)C(CC(O)=O)=C2C)=[O:24])=CC=1, predict the reaction product. The product is: [CH:10]1([NH:9][C:8]([NH:7][CH:4]2[CH2:3][CH2:2][CH2:1][CH2:6][CH2:5]2)=[O:24])[CH2:15][CH2:14][CH2:13][CH2:12][CH2:11]1.